Task: Predict which catalyst facilitates the given reaction.. Dataset: Catalyst prediction with 721,799 reactions and 888 catalyst types from USPTO (1) Reactant: Cl[C:2]1[C:11]2[C:6](=[CH:7][C:8]([F:13])=[C:9]([F:12])[CH:10]=2)[N:5]=[CH:4][C:3]=1[C:14]([O:16][CH2:17][CH3:18])=[O:15].C(N(CC)CC)C. Product: [F:12][C:9]1[CH:10]=[C:11]2[C:6](=[CH:7][C:8]=1[F:13])[N:5]=[CH:4][C:3]([C:14]([O:16][CH2:17][CH3:18])=[O:15])=[CH:2]2. The catalyst class is: 29. (2) Reactant: [Cl:1][C:2]1[C:11]([C:12]2[CH:17]=[CH:16][CH:15]=[CH:14][CH:13]=2)=[C:10]([Cl:18])[C:9]2[C:4](=[CH:5][CH:6]=[C:7]([C:19]([OH:39])([C:33]3[CH:34]=[N:35][CH:36]=[CH:37][CH:38]=3)[CH:20]3[CH2:25][CH2:24][N:23]([C:26](OC(C)(C)C)=[O:27])[CH2:22][CH2:21]3)[CH:8]=2)[N:3]=1.[C:40]([OH:46])([C:42]([F:45])([F:44])[F:43])=[O:41].C(Cl)(=O)C.CCN(CC)CC. Product: [C:26]([N:23]1[CH2:22][CH2:21][CH:20]([C:19]([C:7]2[CH:8]=[C:9]3[C:4](=[CH:5][CH:6]=2)[N:3]=[C:2]([Cl:1])[C:11]([C:12]2[CH:13]=[CH:14][CH:15]=[CH:16][CH:17]=2)=[C:10]3[Cl:18])([C:33]2[CH:34]=[N:35][CH:36]=[CH:37][CH:38]=2)[OH:39])[CH2:25][CH2:24]1)(=[O:27])[CH3:40].[C:40]([OH:46])([C:42]([F:45])([F:44])[F:43])=[O:41]. The catalyst class is: 2. (3) Reactant: [NH2:1][C:2]1[CH:3]=[C:4]([C:8]2[CH:13]=[N:12][CH:11]=[C:10]3[S:14][C:15]([C:17]([NH2:19])=[O:18])=[CH:16][C:9]=23)[CH:5]=[CH:6][CH:7]=1.Cl[CH2:21][C:22]([NH2:24])=[O:23].C(=O)([O-])[O-].[Cs+].[Cs+].CCOC(C)=O. Product: [C:22]([CH2:21][NH:1][C:2]1[CH:3]=[C:4]([C:8]2[CH:13]=[N:12][CH:11]=[C:10]3[S:14][C:15]([C:17]([NH2:19])=[O:18])=[CH:16][C:9]=23)[CH:5]=[CH:6][CH:7]=1)(=[O:23])[NH2:24]. The catalyst class is: 3. (4) Reactant: CC1(C)C(C)(C)[O:5][B:4]([C:9]2[CH:14]=[CH:13][C:12]([C:15]3[O:16][CH:17]=[N:18][N:19]=3)=[CH:11][CH:10]=2)[O:3]1.I([O-])(=O)(=O)=O.[Na+].C(O)(=O)C. Product: [O:16]1[CH:17]=[N:18][N:19]=[C:15]1[C:12]1[CH:11]=[CH:10][C:9]([B:4]([OH:5])[OH:3])=[CH:14][CH:13]=1. The catalyst class is: 20. (5) Reactant: [CH2:1]([O:8][CH2:9][C@@H:10]([C:22]([OH:24])=O)[NH:11][C:12]([O:14][CH2:15][C:16]1[CH:21]=[CH:20][CH:19]=[CH:18][CH:17]=1)=[O:13])[C:2]1[CH:7]=[CH:6][CH:5]=[CH:4][CH:3]=1.[NH2:25][CH2:26][C@@H:27]([NH:39][C:40]([O:42][C:43]([CH3:46])([CH3:45])[CH3:44])=[O:41])[CH2:28][CH2:29][CH2:30][NH:31][C:32](=[O:38])[O:33][C:34]([CH3:37])([CH3:36])[CH3:35].C(Cl)CCl.C1C=CC2N(O)N=NC=2C=1. Product: [CH2:1]([O:8][CH2:9][C@H:10]([NH:11][C:12](=[O:13])[O:14][CH2:15][C:16]1[CH:17]=[CH:18][CH:19]=[CH:20][CH:21]=1)[C:22]([NH:25][CH2:26][C@@H:27]([NH:39][C:40]([O:42][C:43]([CH3:46])([CH3:45])[CH3:44])=[O:41])[CH2:28][CH2:29][CH2:30][NH:31][C:32]([O:33][C:34]([CH3:36])([CH3:37])[CH3:35])=[O:38])=[O:24])[C:2]1[CH:3]=[CH:4][CH:5]=[CH:6][CH:7]=1. The catalyst class is: 9. (6) Reactant: Br[C:2]1[CH:7]=[CH:6][CH:5]=[C:4]([CH3:8])[N:3]=1.C([Li])CCC.[CH2:14]([Sn:18](Cl)([CH2:23][CH2:24][CH2:25][CH3:26])[CH2:19][CH2:20][CH2:21][CH3:22])[CH2:15][CH2:16][CH3:17].O. Product: [CH3:8][C:4]1[CH:5]=[CH:6][CH:7]=[C:2]([Sn:18]([CH2:19][CH2:20][CH2:21][CH3:22])([CH2:23][CH2:24][CH2:25][CH3:26])[CH2:14][CH2:15][CH2:16][CH3:17])[N:3]=1. The catalyst class is: 1. (7) Reactant: C([NH:5][S:6]([C:9]1[CH:14]=[CH:13][CH:12]=[C:11]([C:15]2[CH:20]=[C:19]([C:21]3[N:26]=[C:25]([CH3:27])[CH:24]=[C:23]([C:28]4[CH:29]=[N:30][C:31]([C:34]([F:37])([F:36])[F:35])=[CH:32][CH:33]=4)[N:22]=3)[CH:18]=[CH:17][N:16]=2)[CH:10]=1)(=[O:8])=[O:7])(C)(C)C.C(O)(C(F)(F)F)=O. Product: [CH3:27][C:25]1[CH:24]=[C:23]([C:28]2[CH:29]=[N:30][C:31]([C:34]([F:36])([F:37])[F:35])=[CH:32][CH:33]=2)[N:22]=[C:21]([C:19]2[CH:18]=[CH:17][N:16]=[C:15]([C:11]3[CH:10]=[C:9]([S:6]([NH2:5])(=[O:8])=[O:7])[CH:14]=[CH:13][CH:12]=3)[CH:20]=2)[N:26]=1. The catalyst class is: 4. (8) Reactant: [N:1]1[C:5]2[CH:6]=[CH:7][CH:8]=[CH:9][C:4]=2[NH:3][CH:2]=1.[C:10]([OH:14])(C)([CH3:12])[CH3:11].[CH3:15]C(C)([O-])C.[K+].O. Product: [N:1]1([C@@H:11]([CH3:15])[C@@H:10]([CH3:12])[OH:14])[C:5]2[CH:6]=[CH:7][CH:8]=[CH:9][C:4]=2[N:3]=[CH:2]1. The catalyst class is: 1. (9) Reactant: ClC1C=[CH:6][CH:5]=[C:4]([C:8]([O:10]O)=O)C=1.[CH3:12][O:13][CH2:14][O:15]CCC=C. Product: [CH3:12][O:13][CH2:14][O:15][CH2:6][CH2:5][CH:4]1[CH2:8][O:10]1. The catalyst class is: 2.